This data is from Full USPTO retrosynthesis dataset with 1.9M reactions from patents (1976-2016). The task is: Predict the reactants needed to synthesize the given product. (1) Given the product [NH2:8][C:9]1[C:10]([C:16]([NH:7][C:2]2[CH:3]=[CH:4][CH:5]=[CH:6][N:1]=2)=[O:17])=[N:11][C:12]([Cl:15])=[CH:13][N:14]=1, predict the reactants needed to synthesize it. The reactants are: [N:1]1[CH:6]=[CH:5][CH:4]=[CH:3][C:2]=1[NH2:7].[NH2:8][C:9]1[C:10]([C:16](O)=[O:17])=[N:11][C:12]([Cl:15])=[CH:13][N:14]=1. (2) Given the product [NH2:8][C:4]1[N:5]=[CH:6][N:7]=[C:2]([NH:15][C@H:16]([C:19]2[N:28]([C:29]3[CH:34]=[CH:33][CH:32]=[CH:31][C:30]=3[CH3:35])[C:27](=[O:36])[C:26]3[C:21](=[CH:22][CH:23]=[CH:24][C:25]=3[CH3:37])[N:20]=2)[CH2:17][CH3:18])[C:3]=1[C:9]1[O:10][CH:11]=[C:12]([CH3:14])[N:13]=1, predict the reactants needed to synthesize it. The reactants are: Cl[C:2]1[N:7]=[CH:6][N:5]=[C:4]([NH2:8])[C:3]=1[C:9]1[O:10][CH:11]=[C:12]([CH3:14])[N:13]=1.[NH2:15][CH:16]([C:19]1[N:28]([C:29]2[CH:34]=[CH:33][CH:32]=[CH:31][C:30]=2[CH3:35])[C:27](=[O:36])[C:26]2[C:21](=[CH:22][CH:23]=[CH:24][C:25]=2[CH3:37])[N:20]=1)[CH2:17][CH3:18].CCN(C(C)C)C(C)C.CCOC(C)=O.